From a dataset of Reaction yield outcomes from USPTO patents with 853,638 reactions. Predict the reaction yield, written as a fraction of the theoretical maximum amount of product (1.0 means a 100% yield; for example, 0.34 means a 34% yield). The reactants are [Cl:1][C:2]1[N:3]=[N:4][C:5](Cl)=[CH:6][CH:7]=1.CO.[CH3:11][NH2:12]. The catalyst is O. The product is [CH3:11][NH:12][C:5]1[N:4]=[N:3][C:2]([Cl:1])=[CH:7][CH:6]=1. The yield is 0.880.